From a dataset of Forward reaction prediction with 1.9M reactions from USPTO patents (1976-2016). Predict the product of the given reaction. Given the reactants [CH3:1][C:2]1[N:7]=[CH:6][C:5]([C:8]([NH:10][C:11]2[C:12]([C:22]([OH:24])=O)=[N:13][N:14]([CH:16]3[CH2:21][CH2:20][CH2:19][CH2:18][O:17]3)[CH:15]=2)=[O:9])=[CH:4][CH:3]=1.[NH2:25][CH2:26][CH2:27][C:28]#[N:29].CCN=C=NCCCN(C)C.C1C=CC2N(O)N=NC=2C=1.C(=O)([O-])O.[Na+], predict the reaction product. The product is: [C:26]([CH2:27][CH2:28][NH:29][C:22]([C:12]1[C:11]([NH:10][C:8]([C:5]2[CH:6]=[N:7][C:2]([CH3:1])=[CH:3][CH:4]=2)=[O:9])=[CH:15][N:14]([CH:16]2[CH2:21][CH2:20][CH2:19][CH2:18][O:17]2)[N:13]=1)=[O:24])#[N:25].